Task: Regression. Given a peptide amino acid sequence and an MHC pseudo amino acid sequence, predict their binding affinity value. This is MHC class I binding data.. Dataset: Peptide-MHC class I binding affinity with 185,985 pairs from IEDB/IMGT (1) The peptide sequence is KEGIVWVAT. The MHC is HLA-B40:01 with pseudo-sequence HLA-B40:01. The binding affinity (normalized) is 0.192. (2) The peptide sequence is FSFFYTAL. The MHC is H-2-Db with pseudo-sequence H-2-Db. The binding affinity (normalized) is 0.442. (3) The peptide sequence is AVRFAILDK. The MHC is HLA-A30:01 with pseudo-sequence HLA-A30:01. The binding affinity (normalized) is 0.410.